The task is: Binary Classification. Given a miRNA mature sequence and a target amino acid sequence, predict their likelihood of interaction.. This data is from Experimentally validated miRNA-target interactions with 360,000+ pairs, plus equal number of negative samples. (1) The miRNA is hsa-miR-1295b-3p with sequence AAUAGGCCACGGAUCUGGGCAA. The protein sequence of the target gene is MSEDSEKEDYSDRTISDEDESDEDMFMKFVSEDLHRCALLTADSFGDPFFPRTTQILLEYQLGRWVPRLREPRDLYGVSSSGPLSPTRWPYHCEVIDEKVQHIDWTPSCPEPVYIPTGLETEPLYPDSKEATVVYLAEDAYKEPCFVYSRVGGNRTPLKQPVDYRDNTLMFEARFESGNLQKVVKVAEYEYQLTVRPDLFTNKHTQWYYFQVTNMRAGIVYRFTIVNFTKPASLYSRGMRPLFYSEKEAKAHHIGWQRIGDQIKYYRNNPGQDGRHYFSLTWTFQFPHNKDTCYFAHCYP.... Result: 1 (interaction). (2) The miRNA is hsa-miR-621 with sequence GGCUAGCAACAGCGCUUACCU. The protein sequence of the target gene is MATPMHRLIARRKAEANKQHVRCQKCLEFGHWTYECKGKRKYLHRPSRTAELKKALKEKENRLLLQSIGETNIEKKIKKKKRSKSVTSSSTSSSDSSASESSSESETSASSSSEDSDSDESLSSSSSSSSSSACSSSSSSSSSSSSSDSDSSSSSSSSSSSSESSSDDEPQKKKKKKK. Result: 0 (no interaction). (3) The miRNA is mmu-miR-376c-3p with sequence AACAUAGAGGAAAUUUCACGU. The protein sequence of the target gene is MGHLPTGIHGARRLLPLLWLFVLFKNATAFHVTVQDDNNIVVSLEASDVISPASVYVVKITGESKNYFFEFEEFNSTLPPPVIFKASYHGLYYIITLVVVNGNVVTKPSRSITVLTKPLPVTSVSIYDYKPSPETGVLFEIHYPEKYNVFTRVNISYWEGKDFRTMLYKDFFKGKTVFNHWLPGMCYSNITFQLVSEATFNKSTLVEYSGVSHEPKQHRTAPYPPQNISVRIVNLNKNNWEEQSGNFPEESFMRSQDTIGKEKLFHFTEETPEIPSGNISSGWPDFNSSDYETTSQPYWW.... Result: 0 (no interaction). (4) The miRNA is hsa-miR-93-5p with sequence CAAAGUGCUGUUCGUGCAGGUAG. The protein sequence of the target gene is MACRWSTKESPRWRSALLLLFLAGVYGNGALAEHSENVHISGVSTACGETPEQIRAPSGIITSPGWPSEYPAKINCSWFIRANPGEIITISFQDFDIQGSRRCNLDWLTIETYKNIESYRACGSTIPPPYISSQDHIWIRFHSDDNISRKGFRLAYFSGKSEEPNCACDQFRCGNGKCIPEAWKCNNMDECGDSSDEEICAKEANPPTAAAFQPCAYNQFQCLSRFTKVYTCLPESLKCDGNIDCLDLGDEIDCDVPTCGQWLKYFYGTFNSPNYPDFYPPGSNCTWLIDTGDHRKVILR.... Result: 1 (interaction). (5) The miRNA is mmu-miR-1938 with sequence CGGUGGGACUUGUAGUUCGGUC. The protein sequence of the target gene is MKFAYRFSNLLGTVYRRGNLNFTCDGNSVISPVGNRVTVFDLKNNKSDTLPLATRYNVKCVGLSPDGRLAIIVDEGGDALLVSLVCRSVLHHFHFKGSVHSVSFSPDGRKFVVTKGNIAQMYHAPGKKREFNAFVLDKTYFGPYDETTCIDWTDDSRCFVVGSKDMSTWVFGAERWDNLIYYALGGHKDAIVACFFESNSLDLYSLSQDGVLCMWQCDTPPEGLRLKPPAGWKADLLQREEEEEEEEDQEGDRETTIRGKATPAEEEKTGKVKYSRLAKYFFNKEGDFNNLTAAAFHKKS.... Result: 0 (no interaction). (6) The miRNA is mmu-miR-362-5p with sequence AAUCCUUGGAACCUAGGUGUGAAU. The protein sequence of the target gene is MEKSWMLWNFVERWLIALASWSWALCRISLLPLIVTFHLYGGIILLLLIFISIAGILYKFQDVLLYFPEQPSSSRLYVPMPTGIPHENIFIRTKDGIRLNLILIRYTGDNSPYSPTIIYFHGNAGNIGHRLPNALLMLVNLKVNLLLVDYRGYGKSEGEASEEGLYLDSEAVLDYVMTRPDLDKTKIFLFGRSLGGAVAIHLASENSHRISAIMVENTFLSIPHMASTLFSFFPMRYLPLWCYKNKFLSYRKISQCRMPSLFISGLSDQLIPPVMMKQLYELSPSRTKRLAIFPDGTHND.... Result: 0 (no interaction). (7) The miRNA is hsa-miR-4267 with sequence UCCAGCUCGGUGGCAC. The protein sequence of the target gene is MAAAGPSTRASSAAAAAALSRRGRRGRCDETAAAKTGAPGPASGPSLLVLSPPLLQPPLPPRPEESGCAGCLEPPGEAAALPCGHSLCRGCAQRAADAAGPGCPRCRARGPGWARRRARDDGQADSEVLGECARRSQPERCRPRRDGGAAAAGPRPEQEPRAAPAEPDFIFRAPIKLSKPGELREEYESLRKLREEKLQEEKPSEDQIHKLLPEDTETGKRKMDEQKKRDEPLVLKTNLERCPARLSDSENEEPSRGQMTQTHRSAFVSKNNSYSLAFLAGKLNSKVERSQSCSDTAQER.... Result: 0 (no interaction). (8) The protein sequence of the target gene is MAEAEAGGDEARCVRLSAERAKLLLAEVDTLLFDCDGVLWRGETAVPGAPETLRALRARGKRLGFITNNSSKTRTAYAEKLRRLGFGGPVGPEAGLEVFGTAYCSALYLRQRLAGVPDPKAYVLGSPALAAELEAVGVTSVGVGPDVLHGDGPSDWLAVPLEPDVRAVVVGFDPHFSYMKLTKAVRYLQQPDCLLVGTNMDNRLPLENGRFIAGTGCLVRAVEMAAQRQADIIGKPSRFIFDCVSQEYGINPERTVMVGDRLDTDILLGSTCSLKTILTLTGVSSLEDVKSNQESDCMFK.... The miRNA is mmu-miR-539-5p with sequence GGAGAAAUUAUCCUUGGUGUGU. Result: 0 (no interaction). (9) The miRNA is cel-miR-793 with sequence UGAGGUAUCUUAGUUAGACAGA. The protein sequence of the target gene is MNLTRAGARLQVLLGHLGRPSAPTIVAQPVSGLASPASFQPEQFQYTLDNNVLTLEQRKFYEENGFLVIKNLVSDDDIQRFRAEFERICREEVKPPGIVIMRDVALAKQDYMPSDRMVSKIQDFQEDEELFRYCLLPEILKYVECFTGPNIMALHGMLINKPPDVGKKTSRHPLHQDLHYFPFRPSNLIVCAWTAMEHIDRNNGCLVVLPGTHKGTLKPHDYPKWEGGVNKMYHGIQDYDPNSPRVHLVMEKGDTVFFHPLLIHGSGRNKTQGFRKAISCHFGSSDCQCIDVSGTSQENI.... Result: 0 (no interaction). (10) The miRNA is mmu-miR-7085-3p with sequence UAGCUGGCCUCUCCCCACCUUC. The protein sequence of the target gene is MMGIGKNTASKSVEAGGSTEGKYEEEAKHSNFFTLPVVINGGATSSGEQDNEDTELMAIYTTENGIAEKSSLAETLDSTGSLDPQRSDMIYTIEDVPPWYLCIFLGLQHYLTCFSGTIAVPFLLADAMCVGDDQWATSQLIGTIFFCVGITTLLQTTFGCRLPLFQASAFAFLAPARAILSLDKWKCNTTEITVANGTAELLEHIWHPRIQEIQGAIIMSSLIEVVIGLLGLPGALLRYIGPLTITPTVALIGLSGFQAAGERAGKHWGIAMLTIFLVLLFSQYARNVKFPLPIYKSKKG.... Result: 0 (no interaction).